Dataset: Catalyst prediction with 721,799 reactions and 888 catalyst types from USPTO. Task: Predict which catalyst facilitates the given reaction. (1) Reactant: [H-].[Na+].[CH3:3][O:4][C:5]1[CH:6]=[C:7]2[C:12](=[C:13]3[CH2:17][C:16]([CH3:19])([CH3:18])[O:15][C:14]=13)[C:11]([C:20]1[CH:21]=[C:22]([NH:26][C:27]3[CH:28]=[N:29][CH:30]=[CH:31][CH:32]=3)[CH:23]=[CH:24][CH:25]=1)=[N:10][C:9]([CH3:34])([CH3:33])[CH2:8]2.[C:35](Cl)(=[O:37])[CH3:36]. Product: [N:29]1[CH:30]=[CH:31][CH:32]=[C:27]([N:26]([C:22]2[CH:23]=[CH:24][CH:25]=[C:20]([C:11]3[C:12]4[C:7](=[CH:6][C:5]([O:4][CH3:3])=[C:14]5[O:15][C:16]([CH3:19])([CH3:18])[CH2:17][C:13]5=4)[CH2:8][C:9]([CH3:34])([CH3:33])[N:10]=3)[CH:21]=2)[C:35](=[O:37])[CH3:36])[CH:28]=1. The catalyst class is: 9. (2) Reactant: [CH2:1]([N:3]1[C:7]2=[N:8][C:9]([CH2:33][CH3:34])=[C:10]([CH2:19][NH:20][C:21]([C:23]3[N:28]=[C:27]([C:29]([O:31]C)=[O:30])[CH:26]=[CH:25][CH:24]=3)=[O:22])[C:11]([NH:12][CH:13]3[CH2:18][CH2:17][O:16][CH2:15][CH2:14]3)=[C:6]2[CH:5]=[N:4]1)[CH3:2].O.[OH-].[Li+].Cl. Product: [CH2:1]([N:3]1[C:7]2=[N:8][C:9]([CH2:33][CH3:34])=[C:10]([CH2:19][NH:20][C:21]([C:23]3[N:28]=[C:27]([C:29]([OH:31])=[O:30])[CH:26]=[CH:25][CH:24]=3)=[O:22])[C:11]([NH:12][CH:13]3[CH2:14][CH2:15][O:16][CH2:17][CH2:18]3)=[C:6]2[CH:5]=[N:4]1)[CH3:2]. The catalyst class is: 7. (3) Reactant: [NH2:1][CH2:2][CH2:3][CH2:4][CH2:5][C@H:6]([NH:10][C:11]([O:13][C:14]([CH3:17])([CH3:16])[CH3:15])=[O:12])[C:7]([OH:9])=[O:8].C([O-])(O)=O.[Na+].[C:23](ON1C(=O)CCC1=O)([O:25][CH2:26][C:27]1[CH:32]=[CH:31][CH:30]=[CH:29][CH:28]=1)=[O:24].Cl. Product: [CH2:26]([O:25][C:23]([NH:1][CH2:2][CH2:3][CH2:4][CH2:5][C@H:6]([NH:10][C:11]([O:13][C:14]([CH3:17])([CH3:16])[CH3:15])=[O:12])[C:7]([OH:9])=[O:8])=[O:24])[C:27]1[CH:32]=[CH:31][CH:30]=[CH:29][CH:28]=1. The catalyst class is: 20.